Dataset: Full USPTO retrosynthesis dataset with 1.9M reactions from patents (1976-2016). Task: Predict the reactants needed to synthesize the given product. Given the product [CH3:18][O:17][C:16]1[CH:15]=[CH:14][C:4]([C:5]([NH:7][C:8]2[CH:13]=[CH:12][CH:11]=[CH:10][CH:9]=2)=[O:6])=[CH:3][C:2]=1[NH:1][C:30]([NH:29][C:21]1[C:22]([F:28])=[C:23]([F:27])[CH:24]=[C:25]([F:26])[C:20]=1[F:19])=[S:31], predict the reactants needed to synthesize it. The reactants are: [NH2:1][C:2]1[CH:3]=[C:4]([CH:14]=[CH:15][C:16]=1[O:17][CH3:18])[C:5]([NH:7][C:8]1[CH:13]=[CH:12][CH:11]=[CH:10][CH:9]=1)=[O:6].[F:19][C:20]1[C:25]([F:26])=[CH:24][C:23]([F:27])=[C:22]([F:28])[C:21]=1[N:29]=[C:30]=[S:31].